Task: Regression. Given two drug SMILES strings and cell line genomic features, predict the synergy score measuring deviation from expected non-interaction effect.. Dataset: NCI-60 drug combinations with 297,098 pairs across 59 cell lines (1) Drug 1: CC1=C(C=C(C=C1)NC2=NC=CC(=N2)N(C)C3=CC4=NN(C(=C4C=C3)C)C)S(=O)(=O)N.Cl. Drug 2: C1=CN(C=N1)CC(O)(P(=O)(O)O)P(=O)(O)O. Cell line: SK-MEL-28. Synergy scores: CSS=1.33, Synergy_ZIP=0.553, Synergy_Bliss=2.01, Synergy_Loewe=-3.41, Synergy_HSA=-0.870. (2) Synergy scores: CSS=12.5, Synergy_ZIP=-5.52, Synergy_Bliss=0.0180, Synergy_Loewe=-15.2, Synergy_HSA=-3.74. Cell line: OVCAR-4. Drug 2: C1CN1C2=NC(=NC(=N2)N3CC3)N4CC4. Drug 1: CCCCC(=O)OCC(=O)C1(CC(C2=C(C1)C(=C3C(=C2O)C(=O)C4=C(C3=O)C=CC=C4OC)O)OC5CC(C(C(O5)C)O)NC(=O)C(F)(F)F)O. (3) Synergy scores: CSS=35.0, Synergy_ZIP=-11.6, Synergy_Bliss=-3.53, Synergy_Loewe=-26.4, Synergy_HSA=-1.45. Cell line: NCI-H322M. Drug 1: CC1=C2C(C(=O)C3(C(CC4C(C3C(C(C2(C)C)(CC1OC(=O)C(C(C5=CC=CC=C5)NC(=O)C6=CC=CC=C6)O)O)OC(=O)C7=CC=CC=C7)(CO4)OC(=O)C)O)C)OC(=O)C. Drug 2: C(CC(=O)O)C(=O)CN.Cl. (4) Drug 1: CC1=C(C(=O)C2=C(C1=O)N3CC4C(C3(C2COC(=O)N)OC)N4)N. Drug 2: COCCOC1=C(C=C2C(=C1)C(=NC=N2)NC3=CC=CC(=C3)C#C)OCCOC.Cl. Cell line: HOP-62. Synergy scores: CSS=45.7, Synergy_ZIP=3.39, Synergy_Bliss=2.21, Synergy_Loewe=-30.3, Synergy_HSA=-0.371. (5) Drug 1: CCC1(CC2CC(C3=C(CCN(C2)C1)C4=CC=CC=C4N3)(C5=C(C=C6C(=C5)C78CCN9C7C(C=CC9)(C(C(C8N6C=O)(C(=O)OC)O)OC(=O)C)CC)OC)C(=O)OC)O.OS(=O)(=O)O. Drug 2: CCN(CC)CCCC(C)NC1=C2C=C(C=CC2=NC3=C1C=CC(=C3)Cl)OC. Cell line: CAKI-1. Synergy scores: CSS=-12.0, Synergy_ZIP=10.7, Synergy_Bliss=14.3, Synergy_Loewe=-8.87, Synergy_HSA=-7.15. (6) Drug 1: CC1=C2C(C(=O)C3(C(CC4C(C3C(C(C2(C)C)(CC1OC(=O)C(C(C5=CC=CC=C5)NC(=O)OC(C)(C)C)O)O)OC(=O)C6=CC=CC=C6)(CO4)OC(=O)C)O)C)O. Drug 2: CN(CCCl)CCCl.Cl. Cell line: NCI-H460. Synergy scores: CSS=54.9, Synergy_ZIP=-0.0392, Synergy_Bliss=-3.42, Synergy_Loewe=-3.30, Synergy_HSA=-0.833.